From a dataset of Forward reaction prediction with 1.9M reactions from USPTO patents (1976-2016). Predict the product of the given reaction. (1) Given the reactants [CH2:1]([O:4][C:5]1[CH:10]=[CH:9][C:8]([C:11]2[N:16]=[CH:15][C:14]([CH2:17][C:18]([O:20][CH3:21])=[O:19])=[CH:13][N:12]=2)=[C:7]([C:22]([F:25])([F:24])[F:23])[CH:6]=1)[CH2:2][CH3:3].C1C(=O)N([Br:33])C(=O)C1.CC(N=NC(C#N)(C)C)(C#N)C, predict the reaction product. The product is: [Br:33][CH:17]([C:14]1[CH:15]=[N:16][C:11]([C:8]2[CH:9]=[CH:10][C:5]([O:4][CH2:1][CH2:2][CH3:3])=[CH:6][C:7]=2[C:22]([F:24])([F:25])[F:23])=[N:12][CH:13]=1)[C:18]([O:20][CH3:21])=[O:19]. (2) Given the reactants [F:1][C:2]1[CH:10]=[CH:9][C:5]([C:6]([OH:8])=[O:7])=[CH:4][C:3]=1[N+:11]([O-:13])=[O:12].C(=O)([O-])[O-].[K+].[K+].[CH2:20](Br)[CH:21]=[CH2:22], predict the reaction product. The product is: [CH2:22]([O:7][C:6](=[O:8])[C:5]1[CH:9]=[CH:10][C:2]([F:1])=[C:3]([N+:11]([O-:13])=[O:12])[CH:4]=1)[CH:21]=[CH2:20].